Dataset: NCI-60 drug combinations with 297,098 pairs across 59 cell lines. Task: Regression. Given two drug SMILES strings and cell line genomic features, predict the synergy score measuring deviation from expected non-interaction effect. Drug 1: C1=CC(=CC=C1CC(C(=O)O)N)N(CCCl)CCCl.Cl. Drug 2: C1=CN(C=N1)CC(O)(P(=O)(O)O)P(=O)(O)O. Cell line: ACHN. Synergy scores: CSS=2.27, Synergy_ZIP=-11.5, Synergy_Bliss=-23.2, Synergy_Loewe=-22.4, Synergy_HSA=-22.2.